From a dataset of Reaction yield outcomes from USPTO patents with 853,638 reactions. Predict the reaction yield, written as a fraction of the theoretical maximum amount of product (1.0 means a 100% yield; for example, 0.34 means a 34% yield). (1) The reactants are [CH2:1]([N:3]1[C:11]2[C:6](=[CH:7][C:8]([C:12](=O)[CH2:13][C:14]([O:16]CC)=O)=[CH:9][CH:10]=2)[CH:5]=[N:4]1)[CH3:2].CC1C=CC(S(O)(=O)=O)=CC=1.[CH3:31][N:32]1[CH:36]=[CH:35][C:34]([C:37]2[CH:38]=[N:39][NH:40][C:41]=2[NH2:42])=[N:33]1. The catalyst is CCCCO. The product is [CH2:1]([N:3]1[C:11]2[C:6](=[CH:7][C:8]([C:12]3[NH:42][C:41]4[N:40]([N:39]=[CH:38][C:37]=4[C:34]4[CH:35]=[CH:36][N:32]([CH3:31])[N:33]=4)[C:14](=[O:16])[CH:13]=3)=[CH:9][CH:10]=2)[CH:5]=[N:4]1)[CH3:2]. The yield is 0.190. (2) The reactants are [C:1]([NH:5][S:6]([C:9]1[S:10][C:11]([C:14]2[N:19]=[C:18]([CH:20]3[CH2:22][CH2:21]3)[CH:17]=[C:16]([OH:23])[N:15]=2)=[CH:12][CH:13]=1)(=[O:8])=[O:7])([CH3:4])([CH3:3])[CH3:2].[F:24][C:25]([F:38])([F:37])[S:26](O[S:26]([C:25]([F:38])([F:37])[F:24])(=[O:28])=[O:27])(=[O:28])=[O:27]. The catalyst is C(Cl)Cl. The product is [F:24][C:25]([F:38])([F:37])[S:26]([O:23][C:16]1[CH:17]=[C:18]([CH:20]2[CH2:22][CH2:21]2)[N:19]=[C:14]([C:11]2[S:10][C:9]([S:6](=[O:7])(=[O:8])[NH:5][C:1]([CH3:4])([CH3:2])[CH3:3])=[CH:13][CH:12]=2)[N:15]=1)(=[O:28])=[O:27]. The yield is 0.830. (3) The reactants are [F:1][C:2]1[CH:3]=[C:4]([CH:7]=[C:8]([F:10])[CH:9]=1)[NH:5][CH3:6].Br.Br[CH:13]([C:15]1[CH:16]=[C:17]([C:32]([N:34]2[CH2:38][CH2:37][CH2:36][CH2:35]2)=[O:33])[CH:18]=[C:19]2[C:24]=1[O:23][C:22]([N:25]1[CH2:30][CH2:29][O:28][CH2:27][CH2:26]1)=[CH:21][C:20]2=[O:31])[CH3:14].[I-].[K+]. The catalyst is C(Cl)(Cl)Cl.CO.C(#N)C.O. The product is [F:1][C:2]1[CH:3]=[C:4]([N:5]([CH3:6])[CH:13]([C:15]2[CH:16]=[C:17]([C:32]([N:34]3[CH2:38][CH2:37][CH2:36][CH2:35]3)=[O:33])[CH:18]=[C:19]3[C:24]=2[O:23][C:22]([N:25]2[CH2:30][CH2:29][O:28][CH2:27][CH2:26]2)=[CH:21][C:20]3=[O:31])[CH3:14])[CH:7]=[C:8]([F:10])[CH:9]=1. The yield is 0.600. (4) The reactants are [CH2:1]([N:3]1[C:15]2[CH:14]=[CH:13][C:12]([NH:16][C:17](=[O:24])[CH2:18][CH:19]([CH3:23])[CH2:20][CH2:21][OH:22])=[CH:11][C:10]=2[C:9]2[C:4]1=[CH:5][CH:6]=[CH:7][CH:8]=2)[CH3:2].CC(C)([O-])C.[K+].F[C:32]1[CH:39]=[CH:38][C:35]([C:36]#[N:37])=[C:34]([CH3:40])[CH:33]=1.C(OCC)(=O)C. The catalyst is CN(C=O)C. The product is [C:36]([C:35]1[CH:38]=[CH:39][C:32]([O:22][CH2:21][CH2:20][CH:19]([CH3:23])[CH2:18][C:17]([NH:16][C:12]2[CH:13]=[CH:14][C:15]3[N:3]([CH2:1][CH3:2])[C:4]4[C:9]([C:10]=3[CH:11]=2)=[CH:8][CH:7]=[CH:6][CH:5]=4)=[O:24])=[CH:33][C:34]=1[CH3:40])#[N:37]. The yield is 0.350.